Task: Predict which catalyst facilitates the given reaction.. Dataset: Catalyst prediction with 721,799 reactions and 888 catalyst types from USPTO (1) Reactant: [Cl:1][C:2]1[CH:7]=[C:6]([C:8]2[O:9][C:10]3[CH:16]=[CH:15][C:14]([C:17]([F:20])([F:19])[F:18])=[CH:13][C:11]=3[N:12]=2)[CH:5]=[CH:4][N:3]=1.C(Cl)(Cl)Cl.ClC1C=CC=C(C(OO)=[O:33])C=1. Product: [Cl:1][C:2]1[CH:7]=[C:6]([C:8]2[O:9][C:10]3[CH:16]=[CH:15][C:14]([C:17]([F:20])([F:18])[F:19])=[CH:13][C:11]=3[N:12]=2)[CH:5]=[CH:4][N+:3]=1[O-:33]. The catalyst class is: 13. (2) Reactant: [CH3:1][C:2]1[S:6][C:5]([C:7]([OH:9])=O)=[N:4][CH:3]=1.C(Cl)CCl.C1C=CC2N(O)N=NC=2C=1.[NH:24]([C:26]([O:28][C:29]([CH3:32])([CH3:31])[CH3:30])=[O:27])[NH2:25]. Product: [CH3:1][C:2]1[S:6][C:5]([C:7]([NH:25][NH:24][C:26]([O:28][C:29]([CH3:32])([CH3:31])[CH3:30])=[O:27])=[O:9])=[N:4][CH:3]=1. The catalyst class is: 4. (3) Reactant: [F-].C([N+](CCCC)(CCCC)CCCC)CCC.[CH3:19][O:20][C:21](=[O:43])[C:22]1[CH:27]=[CH:26][C:25]([C:28]#[C:29][CH2:30][CH2:31][O:32][CH:33]2[CH2:38][CH2:37][CH2:36][CH2:35][O:34]2)=[C:24]([NH:39]C(=O)C)[CH:23]=1. Product: [CH3:19][O:20][C:21]([C:22]1[CH:23]=[C:24]2[C:25]([CH:28]=[C:29]([CH2:30][CH2:31][O:32][CH:33]3[CH2:38][CH2:37][CH2:36][CH2:35][O:34]3)[NH:39]2)=[CH:26][CH:27]=1)=[O:43]. The catalyst class is: 1. (4) Reactant: [CH3:1][C:2]([CH3:42])([CH3:41])[C:3]([O:5][CH2:6][O:7][C:8]([C@:10]1([NH:33]C(OC(C)(C)C)=O)[CH2:15][C@H:14]([S:16][C:17]2[N:21]=[CH:20][NH:19][N:18]=2)[C@@H:13]2[C@H:11]1[C@H:12]2[C:22]([O:24][CH2:25][O:26][C:27](=[O:32])[C:28]([CH3:31])([CH3:30])[CH3:29])=[O:23])=[O:9])=[O:4]. Product: [NH2:33][C@@:10]1([C:8]([O:7][CH2:6][O:5][C:3](=[O:4])[C:2]([CH3:42])([CH3:41])[CH3:1])=[O:9])[CH2:15][C@H:14]([S:16][C:17]2[N:21]=[CH:20][NH:19][N:18]=2)[C@@H:13]2[C@H:11]1[C@H:12]2[C:22]([O:24][CH2:25][O:26][C:27](=[O:32])[C:28]([CH3:31])([CH3:30])[CH3:29])=[O:23]. The catalyst class is: 601. (5) Reactant: [Br:1][C:2]1[CH:3]=[C:4]([CH:11]=[CH:12][C:13]=1[CH3:14])[C:5]([NH:7][CH:8]1[CH2:10][CH2:9]1)=[O:6].[H-].[Na+].[CH3:17]I.O. The catalyst class is: 7. Product: [Br:1][C:2]1[CH:3]=[C:4]([CH:11]=[CH:12][C:13]=1[CH3:14])[C:5]([N:7]([CH:8]1[CH2:9][CH2:10]1)[CH3:17])=[O:6]. (6) Reactant: [OH:1][C:2]1[CH:7]=[C:6]([CH3:8])[C:5]([C:9]2[CH:14]=[CH:13][CH:12]=[C:11]([CH:15]=[O:16])[CH:10]=2)=[C:4]([CH3:17])[CH:3]=1.[CH2:18]([O:20][CH2:21][CH2:22]Cl)[CH3:19].C(=O)([O-])[O-].[K+].[K+].[I-].[K+]. Product: [CH2:18]([O:20][CH2:21][CH2:22][O:1][C:2]1[CH:7]=[C:6]([CH3:8])[C:5]([C:9]2[CH:14]=[CH:13][CH:12]=[C:11]([CH:15]=[O:16])[CH:10]=2)=[C:4]([CH3:17])[CH:3]=1)[CH3:19]. The catalyst class is: 35. (7) Reactant: [CH3:1][CH:2]1[N:7]([CH3:8])[CH:6]([CH3:9])[CH2:5][N:4](C(OC(C)(C)C)=O)[CH2:3]1.C(O)(C(F)(F)F)=O. Product: [CH3:8][N:7]1[CH:2]([CH3:1])[CH2:3][NH:4][CH2:5][CH:6]1[CH3:9]. The catalyst class is: 2. (8) Reactant: [CH:1]1[C:13]2[CH2:12][C:11]3[C:6](=[CH:7][CH:8]=[CH:9][CH:10]=3)[C:5]=2[CH:4]=[CH:3][CH:2]=1.C(=S)=S.[C:17](Cl)([CH3:20])([CH3:19])[CH3:18].O. Product: [C:17]([C:9]1[CH:8]=[CH:7][C:6]2[C:5]3[C:13](=[CH:1][C:2]([C:5]([CH3:6])([CH3:13])[CH3:4])=[CH:3][CH:4]=3)[CH2:12][C:11]=2[CH:10]=1)([CH3:20])([CH3:19])[CH3:18]. The catalyst class is: 81. (9) Reactant: [C:1]1([S:7]([CH2:10][C:11]2[C:16]([C:17]([O:19]C)=[O:18])=[C:15]([O:21][CH2:22][CH2:23][N:24]([C:26]([O:28][C:29]([CH3:32])([CH3:31])[CH3:30])=[O:27])[CH3:25])[C:14]([C:33]3[CH:37]=[CH:36][O:35][CH:34]=3)=[CH:13][CH:12]=2)(=[O:9])=[O:8])[CH:6]=[CH:5][CH:4]=[CH:3][CH:2]=1.O.[OH-].[Li+]. Product: [C:1]1([S:7]([CH2:10][C:11]2[C:16]([C:17]([OH:19])=[O:18])=[C:15]([O:21][CH2:22][CH2:23][N:24]([C:26]([O:28][C:29]([CH3:30])([CH3:31])[CH3:32])=[O:27])[CH3:25])[C:14]([C:33]3[CH:37]=[CH:36][O:35][CH:34]=3)=[CH:13][CH:12]=2)(=[O:9])=[O:8])[CH:2]=[CH:3][CH:4]=[CH:5][CH:6]=1. The catalyst class is: 127.